From a dataset of Catalyst prediction with 721,799 reactions and 888 catalyst types from USPTO. Predict which catalyst facilitates the given reaction. (1) Reactant: C[O:2][C:3]1[CH:12]=[C:11]2[C:6]([CH:7]=[CH:8][C:9]([C:13]3[CH:22]=[CH:21][C:20]4[C:15](=[CH:16][CH:17]=[CH:18][CH:19]=4)[CH:14]=3)=[CH:10]2)=[CH:5][CH:4]=1.Cl.N1C=CC=CC=1.CN1CCCC1=O. Product: [CH:10]1[C:11]2[C:6](=[CH:5][CH:4]=[C:3]([OH:2])[CH:12]=2)[CH:7]=[CH:8][C:9]=1[C:13]1[CH:22]=[CH:21][C:20]2[C:15](=[CH:16][CH:17]=[CH:18][CH:19]=2)[CH:14]=1. The catalyst class is: 6. (2) Reactant: [C:1]([O:4][NH:5][C:6]([O:8][C:9]([CH3:12])([CH3:11])[CH3:10])=[O:7])(=[O:3])[CH3:2].[H-].[Na+].[Br:15][C:16]1[CH:21]=[CH:20][CH:19]=[CH:18][C:17]=1[S:22](Cl)(=[O:24])=[O:23].CCCCCCC. Product: [C:9]([O:8][C:6](=[O:7])[N:5]([O:4][C:1](=[O:3])[CH3:2])[S:22]([C:17]1[CH:18]=[CH:19][CH:20]=[CH:21][C:16]=1[Br:15])(=[O:24])=[O:23])([CH3:12])([CH3:11])[CH3:10]. The catalyst class is: 56. (3) Product: [C:1]1([N:7]2[C:11]3[C:12]4[C:17]([S:18](=[O:20])(=[O:21])[CH2:19][C:10]=3[C:9]([C:23]([O:25][CH2:26][CH3:27])=[O:24])=[N:8]2)=[CH:16][CH:15]=[N:14][CH:13]=4)[CH:2]=[CH:3][CH:4]=[CH:5][CH:6]=1. Reactant: [C:1]1([N:7]2[C:11]3[C:12]4[C:17]([S:18](=[O:21])(=[O:20])[CH2:19][C:10]=3[C:9]([C:23]([O:25][CH2:26][CH3:27])=[O:24])=[N:8]2)=[CH:16][CH:15]=[N+:14]([O-])[CH:13]=4)[CH:6]=[CH:5][CH:4]=[CH:3][CH:2]=1. The catalyst class is: 180. (4) Reactant: [S:1]1[C:9]2[CH:8]=[CH:7][N:6]=[CH:5][C:4]=2[N:3]=[C:2]1[C:10](OCC)=[O:11].[BH4-].[Na+]. Product: [S:1]1[C:9]2[CH:8]=[CH:7][N:6]=[CH:5][C:4]=2[N:3]=[C:2]1[CH2:10][OH:11]. The catalyst class is: 8.